From a dataset of Catalyst prediction with 721,799 reactions and 888 catalyst types from USPTO. Predict which catalyst facilitates the given reaction. (1) Reactant: [N+:1](/[CH:4]=[CH:5]/[C:6]1[CH:11]=[CH:10][CH:9]=[CH:8][CH:7]=1)([O-:3])=[O:2].[C:12]([O:20][CH2:21][CH3:22])(=[O:19])[CH2:13][C:14]([O:16][CH2:17][CH3:18])=[O:15]. Product: [CH2:21]([O:20][C:12]([CH:13]([C@H:5]([C:6]1[CH:11]=[CH:10][CH:9]=[CH:8][CH:7]=1)[CH2:4][N+:1]([O-:3])=[O:2])[C:14]([O:16][CH2:17][CH3:18])=[O:15])=[O:19])[CH3:22]. The catalyst class is: 11. (2) Reactant: [NH2:1][C:2]1[CH:3]=[C:4]([CH:21]=[CH:22][CH:23]=1)[O:5][C:6]1[CH:7]=[CH:8][C:9]2[N:10]([CH:12]=[C:13]([NH:15][C:16]([CH:18]3[CH2:20][CH2:19]3)=[O:17])[N:14]=2)[N:11]=1.[Cl:24][C:25]1[CH:30]=[C:29]([C:31](O)=[O:32])[CH:28]=[C:27]([Cl:34])[N:26]=1.Cl.CN(C)CCCN=C=NCC.ON1C2C=CC=CC=2N=N1. Product: [Cl:24][C:25]1[CH:30]=[C:29]([CH:28]=[C:27]([Cl:34])[N:26]=1)[C:31]([NH:1][C:2]1[CH:23]=[CH:22][CH:21]=[C:4]([O:5][C:6]2[CH:7]=[CH:8][C:9]3[N:10]([CH:12]=[C:13]([NH:15][C:16]([CH:18]4[CH2:20][CH2:19]4)=[O:17])[N:14]=3)[N:11]=2)[CH:3]=1)=[O:32]. The catalyst class is: 9. (3) Reactant: [CH3:1][N:2]1[CH2:12][CH2:11][CH2:10][CH:4]([C:5]([O:7]CC)=[O:6])[CH2:3]1.[OH-].[Li+].Cl. Product: [CH3:1][N:2]1[CH2:12][CH2:11][CH2:10][CH:4]([C:5]([OH:7])=[O:6])[CH2:3]1. The catalyst class is: 38. (4) Reactant: [CH2:1]([C:3]1[NH:13][C:6]2[N:7]=[C:8]([SH:12])[N:9]=[C:10]([OH:11])[C:5]=2[CH:4]=1)[CH3:2].[OH-].[Na+].[CH3:16]I. Product: [CH2:1]([C:3]1[NH:13][C:6]2[N:7]=[C:8]([S:12][CH3:16])[NH:9][C:10](=[O:11])[C:5]=2[CH:4]=1)[CH3:2]. The catalyst class is: 14. (5) Reactant: Br[C:2]1[C:3]([O:14][CH3:15])=[C:4]([C:8]2[CH:13]=[CH:12][CH:11]=[CH:10][CH:9]=2)[CH:5]=[CH:6][CH:7]=1.C([Li])CCC.[CH2:21]([O:28][C:29]1[C:34]([CH:35]=[O:36])=[CH:33][CH:32]=[CH:31][C:30]=1[C:37]1[CH:42]=[CH:41][CH:40]=[CH:39][CH:38]=1)[C:22]1[CH:27]=[CH:26][CH:25]=[CH:24][CH:23]=1.[Cl-].[NH4+]. Product: [CH2:21]([O:28][C:29]1[C:34]([CH:35]([C:2]2[C:3]([O:14][CH3:15])=[C:4]([C:8]3[CH:9]=[CH:10][CH:11]=[CH:12][CH:13]=3)[CH:5]=[CH:6][CH:7]=2)[OH:36])=[CH:33][CH:32]=[CH:31][C:30]=1[C:37]1[CH:42]=[CH:41][CH:40]=[CH:39][CH:38]=1)[C:22]1[CH:23]=[CH:24][CH:25]=[CH:26][CH:27]=1. The catalyst class is: 7. (6) Reactant: [NH2:1][C:2]1[CH:7]=[CH:6][C:5]([Cl:8])=[CH:4][C:3]=1[CH:9]([C:11]1[CH:16]=[CH:15][CH:14]=[C:13]([O:17][CH3:18])[C:12]=1[O:19][CH2:20][CH3:21])[OH:10].[CH3:22][O:23][C:24]1[CH:31]=[C:30]([O:32][CH3:33])[CH:29]=[CH:28][C:25]=1[CH:26]=O.[BH4-].[Na+]. Product: [Cl:8][C:5]1[CH:6]=[CH:7][C:2]([NH:1][CH2:26][C:25]2[CH:28]=[CH:29][C:30]([O:32][CH3:33])=[CH:31][C:24]=2[O:23][CH3:22])=[C:3]([CH:9]([C:11]2[CH:16]=[CH:15][CH:14]=[C:13]([O:17][CH3:18])[C:12]=2[O:19][CH2:20][CH3:21])[OH:10])[CH:4]=1. The catalyst class is: 342.